This data is from Forward reaction prediction with 1.9M reactions from USPTO patents (1976-2016). The task is: Predict the product of the given reaction. (1) Given the reactants [CH3:1][N:2]([CH3:15])[C:3]([C@H:5]1[CH2:10][CH2:9][C@H:8]([C:11]([O:13]C)=[O:12])[CH2:7][CH2:6]1)=[O:4].[OH-].[Na+], predict the reaction product. The product is: [CH3:1][N:2]([CH3:15])[C:3]([C@H:5]1[CH2:10][CH2:9][C@H:8]([C:11]([OH:13])=[O:12])[CH2:7][CH2:6]1)=[O:4]. (2) Given the reactants [I:1][C:2]1[CH:8]=[CH:7][CH:6]=[CH:5][C:3]=1[NH2:4].[OH-].[Cs+].[CH2:11](Br)[CH:12]=[CH2:13], predict the reaction product. The product is: [CH2:11]([NH:4][C:3]1[CH:5]=[CH:6][CH:7]=[CH:8][C:2]=1[I:1])[C:12]1[CH:13]=[CH:5][CH:3]=[CH:2][CH:8]=1. (3) Given the reactants N1C=CN=C1.[CH3:6][C:7]([Si:10](Cl)([CH3:12])[CH3:11])([CH3:9])[CH3:8].[Cl:14][C:15]1[C:16]([CH3:41])=[C:17]([NH:23][C@H:24]([CH2:39][OH:40])[C:25]([NH:27][NH:28][C:29](=[O:38])[C:30]2[CH:35]=[CH:34][C:33]([C:36]#[N:37])=[CH:32][CH:31]=2)=[O:26])[CH:18]=[CH:19][C:20]=1[C:21]#[N:22].O, predict the reaction product. The product is: [Si:10]([O:40][CH2:39][C@@H:24]([NH:23][C:17]1[CH:18]=[CH:19][C:20]([C:21]#[N:22])=[C:15]([Cl:14])[C:16]=1[CH3:41])[C:25]([NH:27][NH:28][C:29](=[O:38])[C:30]1[CH:35]=[CH:34][C:33]([C:36]#[N:37])=[CH:32][CH:31]=1)=[O:26])([C:7]([CH3:9])([CH3:8])[CH3:6])([CH3:12])[CH3:11].